This data is from Full USPTO retrosynthesis dataset with 1.9M reactions from patents (1976-2016). The task is: Predict the reactants needed to synthesize the given product. (1) Given the product [F:1][C:2]1[CH:22]=[C:21]([C:23]2[CH:24]=[N:25][C:26]3[N:27]([C:29]([C:32]4([C:35]5[CH:36]=[C:37]6[C:42](=[CH:43][CH:44]=5)[N:41]=[CH:40][CH:39]=[CH:38]6)[CH2:34][CH2:33]4)=[CH:30][N:31]=3)[CH:28]=2)[CH:20]=[CH:19][C:3]=1[C:4]([NH:6][C@@H:7]([C:15]([CH3:18])([CH3:17])[CH3:16])[C:8]([OH:10])=[O:9])=[O:5].[ClH:45], predict the reactants needed to synthesize it. The reactants are: [F:1][C:2]1[CH:22]=[C:21]([C:23]2[CH:24]=[N:25][C:26]3[N:27]([C:29]([C:32]4([C:35]5[CH:36]=[C:37]6[C:42](=[CH:43][CH:44]=5)[N:41]=[CH:40][CH:39]=[CH:38]6)[CH2:34][CH2:33]4)=[CH:30][N:31]=3)[CH:28]=2)[CH:20]=[CH:19][C:3]=1[C:4]([NH:6][C@@H:7]([C:15]([CH3:18])([CH3:17])[CH3:16])[C:8]([O:10]C(C)(C)C)=[O:9])=[O:5].[ClH:45]. (2) The reactants are: [OH-].[CH2:2]([N+:6]([CH2:15][CH2:16][CH2:17][CH3:18])([CH2:11][CH2:12][CH2:13][CH3:14])[CH2:7][CH2:8][CH2:9][CH3:10])[CH2:3][CH2:4][CH3:5].[C:19]([OH:24])(=[O:23])[CH:20]([CH3:22])[CH3:21]. Given the product [C:19]([O-:24])(=[O:23])[CH:20]([CH3:22])[CH3:21].[CH2:15]([N+:6]([CH2:2][CH2:3][CH2:4][CH3:5])([CH2:7][CH2:8][CH2:9][CH3:10])[CH2:11][CH2:12][CH2:13][CH3:14])[CH2:16][CH2:17][CH3:18], predict the reactants needed to synthesize it. (3) The reactants are: [Cl:1][C:2]1[CH:3]=[C:4]([CH:6]=[CH:7][C:8]=1[F:9])[NH2:5].C[Si]([N-][Si](C)(C)C)(C)C.[Na+].[C:20](O[C:20]([O:22][C:23]([CH3:26])([CH3:25])[CH3:24])=[O:21])([O:22][C:23]([CH3:26])([CH3:25])[CH3:24])=[O:21]. Given the product [C:23]([O:22][C:20]([NH:5][C:4]1[CH:6]=[CH:7][C:8]([F:9])=[C:2]([Cl:1])[CH:3]=1)=[O:21])([CH3:26])([CH3:25])[CH3:24], predict the reactants needed to synthesize it. (4) Given the product [NH2:27][C:23]1[C:22]2[N:21]([C:20]([CH:28]3[CH2:31][CH2:30][CH2:29]3)=[N:19][C:18]=2[C:14]2[CH:13]=[C:12]([CH:17]=[CH:16][CH:15]=2)[O:11][CH2:10][C:6]2[CH:5]=[C:4]([CH:9]=[CH:8][CH:7]=2)[C:3]([OH:32])=[O:2])[CH:26]=[CH:25][N:24]=1, predict the reactants needed to synthesize it. The reactants are: C[O:2][C:3](=[O:32])[C:4]1[CH:9]=[CH:8][CH:7]=[C:6]([CH2:10][O:11][C:12]2[CH:17]=[CH:16][CH:15]=[C:14]([C:18]3[N:19]=[C:20]([CH:28]4[CH2:31][CH2:30][CH2:29]4)[N:21]4[CH:26]=[CH:25][N:24]=[C:23]([NH2:27])[C:22]=34)[CH:13]=2)[CH:5]=1.[OH-].[Na+]. (5) Given the product [Cl:53][CH2:30][CH2:29][S:28][C:23]1[CH:24]=[CH:25][CH:26]=[CH:27][C:22]=1[C:19]([NH:18][C:14]1[C:13](=[O:32])[N:12]([C:10]2[CH:11]=[C:6]([CH:7]=[C:8]([F:34])[C:9]=2[CH3:33])[C:5]([NH:4][CH:1]2[CH2:3][CH2:2]2)=[O:35])[CH:17]=[CH:16][N:15]=1)([CH3:21])[CH3:20], predict the reactants needed to synthesize it. The reactants are: [CH:1]1([NH:4][C:5](=[O:35])[C:6]2[CH:11]=[C:10]([N:12]3[CH:17]=[CH:16][N:15]=[C:14]([NH:18][C:19]([C:22]4[CH:27]=[CH:26][CH:25]=[CH:24][C:23]=4[S:28][CH2:29][CH2:30]O)([CH3:21])[CH3:20])[C:13]3=[O:32])[C:9]([CH3:33])=[C:8]([F:34])[CH:7]=2)[CH2:3][CH2:2]1.Cl.C(N(CC)CC)C.C1(C)C=CC(S([Cl:53])(=O)=O)=CC=1.[Cl-].[Li+]. (6) The reactants are: [CH3:1][O:2][C:3]1[CH:4]=[C:5]([C:11](=O)[CH2:12][C:13]2[CH:18]=[CH:17][N:16]=[C:15]([Cl:19])[N:14]=2)[CH:6]=[C:7]([O:9][CH3:10])[CH:8]=1.C1C(=O)N(Br)C(=O)C1.[C:29]1([NH:35][C:36]([NH2:38])=[S:37])[CH:34]=[CH:33][CH:32]=[CH:31][CH:30]=1. Given the product [CH3:1][O:2][C:3]1[CH:4]=[C:5]([C:11]2[N:38]=[C:36]([NH:35][C:29]3[CH:34]=[CH:33][CH:32]=[CH:31][CH:30]=3)[S:37][C:12]=2[C:13]2[CH:18]=[CH:17][N:16]=[C:15]([Cl:19])[N:14]=2)[CH:6]=[C:7]([O:9][CH3:10])[CH:8]=1, predict the reactants needed to synthesize it. (7) Given the product [CH3:18][C:17]([O:21][C:22]([NH:12][C:3]1([C:7]([OH:9])=[O:8])[CH2:4][CH2:5]1)=[O:24])([CH3:20])[CH3:19], predict the reactants needed to synthesize it. The reactants are: N[C@H]1C[CH2:5][CH2:4][C@@H:3]1[C:7]([OH:9])=[O:8].C([N:12](CC)CC)C.[C:17]([O:21][C:22]([O:24]C(OC(C)(C)C)=O)=O)([CH3:20])([CH3:19])[CH3:18].